Dataset: Forward reaction prediction with 1.9M reactions from USPTO patents (1976-2016). Task: Predict the product of the given reaction. (1) Given the reactants FC(F)(F)S([O:6][CH2:7][C:8]([F:11])([F:10])[F:9])(=O)=O.[CH2:14]([O:21][C:22]1[CH:27]=[CH:26][C:25]([N:28]2[C:32]3=[N:33][CH:34]=[C:35](O)[CH:36]=[C:31]3[N:30]([CH2:38][CH3:39])[C:29]2=[O:40])=[CH:24][CH:23]=1)[C:15]1[CH:20]=[CH:19][CH:18]=[CH:17][CH:16]=1.C(=O)([O-])[O-].[K+].[K+].[Cl-].[Cl-].[Ca+2], predict the reaction product. The product is: [CH2:14]([O:21][C:22]1[CH:23]=[CH:24][C:25]([N:28]2[C:32]3=[N:33][CH:34]=[C:35]([O:6][CH2:7][C:8]([F:11])([F:10])[F:9])[CH:36]=[C:31]3[N:30]([CH2:38][CH3:39])[C:29]2=[O:40])=[CH:26][CH:27]=1)[C:15]1[CH:20]=[CH:19][CH:18]=[CH:17][CH:16]=1. (2) Given the reactants [CH3:1][C:2]([C:9]1[CH:22]=[CH:21][C:12]([O:13][CH2:14][C@H:15]2[O:19][C:18]([NH2:20])=[N:17][CH2:16]2)=[CH:11][CH:10]=1)([CH3:8])[CH2:3][C:4]([CH3:7])([CH3:6])[CH3:5].C([O:25][C:26](=O)[C:27]#[C:28][CH2:29][F:30])C, predict the reaction product. The product is: [F:30][CH2:29][C:28]1[N:17]2[CH2:16][C@@H:15]([CH2:14][O:13][C:12]3[CH:21]=[CH:22][C:9]([C:2]([CH3:1])([CH3:8])[CH2:3][C:4]([CH3:5])([CH3:6])[CH3:7])=[CH:10][CH:11]=3)[O:19][C:18]2=[N:20][C:26](=[O:25])[CH:27]=1.